This data is from Forward reaction prediction with 1.9M reactions from USPTO patents (1976-2016). The task is: Predict the product of the given reaction. (1) Given the reactants [CH2:1]([O:3][C:4](=[O:12])[C:5]1[CH:10]=[CH:9][N:8]=[C:7](Cl)[CH:6]=1)[CH3:2].CN1C(=O)CCC1.[CH2:20]([Mg]Br)[CH:21]([CH3:23])[CH3:22], predict the reaction product. The product is: [CH2:1]([O:3][C:4](=[O:12])[C:5]1[CH:10]=[CH:9][N:8]=[C:7]([CH2:20][CH:21]([CH3:23])[CH3:22])[CH:6]=1)[CH3:2]. (2) Given the reactants [C:1]([O:5][C:6]([N:8]1[CH2:13][CH2:12][CH2:11][C@@H:10]([C:14](=[O:29])[C:15]2[CH:20]=[CH:19][CH:18]=[CH:17][C:16]=2[O:21][C:22]2[CH:27]=[CH:26][CH:25]=[C:24]([F:28])[CH:23]=2)[CH2:9]1)=[O:7])([CH3:4])([CH3:3])[CH3:2].[CH3:30][O:31][CH2:32][CH2:33][CH2:34][CH2:35][Mg]Cl, predict the reaction product. The product is: [F:28][C:24]1[CH:23]=[C:22]([CH:27]=[CH:26][CH:25]=1)[O:21][C:16]1[CH:17]=[CH:18][CH:19]=[CH:20][C:15]=1[C:14]([C@@H:10]1[CH2:11][CH2:12][CH2:13][N:8]([C:6]([O:5][C:1]([CH3:4])([CH3:2])[CH3:3])=[O:7])[CH2:9]1)([OH:29])[CH2:35][CH2:34][CH2:33][CH2:32][O:31][CH3:30]. (3) Given the reactants C[N:2]1[C:8](=O)[O:7][C:5](=O)[C:4]2=[CH:10][CH:11]=[CH:12][CH:13]=[C:3]12.[C:14]([NH:21][CH2:22][CH2:23][NH2:24])([O:16][C:17]([CH3:20])([CH3:19])[CH3:18])=[O:15], predict the reaction product. The product is: [C:17]([O:16][C:14](=[O:15])[NH:21][CH2:22][CH2:23][NH:24][C:5](=[O:7])[C:4]1[CH:10]=[CH:11][CH:12]=[CH:13][C:3]=1[NH:2][CH3:8])([CH3:20])([CH3:18])[CH3:19]. (4) Given the reactants [C:1]1([C:7]([C:9]2[CH:10]=[N:11][C:12]3[C:17]([C:18]=2[C:19]2[CH:24]=[CH:23][CH:22]=[CH:21][CH:20]=2)=[CH:16][CH:15]=[CH:14][C:13]=3[C:25]([F:28])([F:27])[F:26])=O)[CH:6]=[CH:5][CH:4]=[CH:3][CH:2]=1.Cl.[NH2:30][OH:31].O.O.O.C([O-])(=O)C.[Na+], predict the reaction product. The product is: [C:1]1(/[C:7](/[C:9]2[CH:10]=[N:11][C:12]3[C:17]([C:18]=2[C:19]2[CH:24]=[CH:23][CH:22]=[CH:21][CH:20]=2)=[CH:16][CH:15]=[CH:14][C:13]=3[C:25]([F:28])([F:27])[F:26])=[N:30]\[OH:31])[CH:6]=[CH:5][CH:4]=[CH:3][CH:2]=1.